This data is from Reaction yield outcomes from USPTO patents with 853,638 reactions. The task is: Predict the reaction yield, written as a fraction of the theoretical maximum amount of product (1.0 means a 100% yield; for example, 0.34 means a 34% yield). (1) The reactants are [O:1]=[C:2]1[CH2:11][CH2:10][CH2:9][C:8]2[CH:7]=[C:6]([C:12]([O:14][CH3:15])=[O:13])[CH:5]=[CH:4][C:3]1=2.C[Si](C)(C)[N-][Si](C)(C)C.[Li+].[CH:26]1([CH:30]=O)[CH2:29][CH2:28][CH2:27]1. The catalyst is O. The product is [CH:26]1([CH:30]=[C:11]2[CH2:10][CH2:9][C:8]3[CH:7]=[C:6]([C:12]([O:14][CH3:15])=[O:13])[CH:5]=[CH:4][C:3]=3[C:2]2=[O:1])[CH2:29][CH2:28][CH2:27]1. The yield is 0.380. (2) The reactants are [CH:1]([O:4][C:5]1[CH:27]=[N:26][C:8]2[N:9]([CH3:25])[C:10](=[O:24])[N:11]([CH2:14][CH2:15][CH2:16][O:17][CH:18]3[CH2:23][CH2:22][CH2:21][CH2:20][O:19]3)[C:12](=[O:13])[C:7]=2[CH:6]=1)([CH3:3])[CH3:2].[Li+].CC([N-]C(C)C)C.[CH:36](=[O:43])[C:37]1[CH:42]=[CH:41][CH:40]=[CH:39][CH:38]=1. The catalyst is C1COCC1. The product is [OH:43][CH:36]([C:37]1[CH:42]=[CH:41][CH:40]=[CH:39][CH:38]=1)[C:6]1[C:7]2[C:12](=[O:13])[N:11]([CH2:14][CH2:15][CH2:16][O:17][CH:18]3[CH2:23][CH2:22][CH2:21][CH2:20][O:19]3)[C:10](=[O:24])[N:9]([CH3:25])[C:8]=2[N:26]=[CH:27][C:5]=1[O:4][CH:1]([CH3:3])[CH3:2]. The yield is 0.518. (3) The reactants are [NH2:1][C:2]1[C:7]([C:8]([OH:10])=[O:9])=[CH:6][N:5]=[C:4](SCC)[N:3]=1.[NH:14]1[CH2:19][CH2:18][O:17][CH2:16][CH2:15]1. No catalyst specified. The product is [NH2:1][C:2]1[C:7]([C:8]([OH:10])=[O:9])=[CH:6][N:5]=[C:4]([N:14]2[CH2:19][CH2:18][O:17][CH2:16][CH2:15]2)[N:3]=1. The yield is 0.300. (4) The catalyst is C1COCC1.CC#N. The yield is 0.790. The product is [CH3:1][C:2]1[C:3]([C:11](=[O:13])[CH2:30][C:29]([O:28][CH2:26][CH3:27])=[O:34])=[CH:4][C:5]2[N:9]=[N:8][NH:7][C:6]=2[CH:10]=1. The reactants are [CH3:1][C:2]1[C:3]([C:11]([OH:13])=O)=[CH:4][C:5]2[N:9]=[N:8][NH:7][C:6]=2[CH:10]=1.C(N1C=CN=C1)(N1C=CN=C1)=O.[CH2:26]([O:28][C:29](=[O:34])[CH2:30]C([O-])=O)[CH3:27].[K+].[Mg+2].[Cl-].[Cl-]. (5) The reactants are C[O:2][C:3](=[O:16])[C:4]1[C:9]([O:10][CH3:11])=[C:8]([C:12]([O:14][CH3:15])=[O:13])[CH:7]=[N:6][CH:5]=1.[OH-].[Na+]. The catalyst is CO.O. The product is [CH3:11][O:10][C:9]1[C:4]([C:3]([OH:16])=[O:2])=[CH:5][N:6]=[CH:7][C:8]=1[C:12]([O:14][CH3:15])=[O:13]. The yield is 0.570. (6) The reactants are [C:1]([O:5][C:6]([NH:8][C@@H:9]([CH2:13][CH2:14][C:15]([O:17][CH3:18])=[O:16])[C:10](O)=[O:11])=[O:7])([CH3:4])([CH3:3])[CH3:2].CN1CCOCC1.ClC(OCC)=O.[BH4-].[Na+]. The catalyst is C1COCC1. The product is [C:1]([O:5][C:6]([NH:8][C@H:9]([CH2:10][OH:11])[CH2:13][CH2:14][C:15]([O:17][CH3:18])=[O:16])=[O:7])([CH3:3])([CH3:2])[CH3:4]. The yield is 0.610. (7) The reactants are [Cl:1][C:2]1[CH:7]=[C:6]([F:8])[C:5](B2OC(C)(C)C(C)(C)O2)=[CH:4][N:3]=1.Br[C:19]1[CH:24]=[C:23]([N+:25]([O-:27])=[O:26])[CH:22]=[CH:21][C:20]=1[O:28][C:29]1[CH:34]=[CH:33][C:32]([F:35])=[CH:31][C:30]=1[F:36].C1(P(C2CCCCC2)C2CCCCC2)CCCCC1.[O-]P([O-])([O-])=O.[K+].[K+].[K+]. The catalyst is O1CCOCC1.C1C=CC(/C=C/C(/C=C/C2C=CC=CC=2)=O)=CC=1.C1C=CC(/C=C/C(/C=C/C2C=CC=CC=2)=O)=CC=1.C1C=CC(/C=C/C(/C=C/C2C=CC=CC=2)=O)=CC=1.[Pd].[Pd]. The product is [Cl:1][C:2]1[CH:7]=[C:6]([F:8])[C:5]([C:21]2[CH:22]=[C:23]([N+:25]([O-:27])=[O:26])[CH:24]=[CH:19][C:20]=2[O:28][C:29]2[CH:34]=[CH:33][C:32]([F:35])=[CH:31][C:30]=2[F:36])=[CH:4][N:3]=1. The yield is 0.570.